Dataset: Full USPTO retrosynthesis dataset with 1.9M reactions from patents (1976-2016). Task: Predict the reactants needed to synthesize the given product. (1) Given the product [Cl:46][C:42]1[CH:41]=[C:40]([CH:38]([OH:39])[CH2:37][NH:36][C:2]2[C:7]([C:8]3[NH:12][C:11]4[CH:13]=[C:14]([N:18]5[CH2:19][CH2:20][O:21][CH2:22][CH2:23]5)[CH:15]=[C:16]([CH3:17])[C:10]=4[N:9]=3)=[C:6]([O:24][CH3:25])[N:5]=[C:4]([O:26][CH3:27])[N:3]=2)[CH:45]=[CH:44][CH:43]=1, predict the reactants needed to synthesize it. The reactants are: Cl[C:2]1[C:7]([C:8]2[NH:12][C:11]3[CH:13]=[C:14]([N:18]4[CH2:23][CH2:22][O:21][CH2:20][CH2:19]4)[CH:15]=[C:16]([CH3:17])[C:10]=3[N:9]=2)=[C:6]([O:24][CH3:25])[N:5]=[C:4]([O:26][CH3:27])[N:3]=1.C(N(CC)CC)C.Cl.[NH2:36][CH2:37][C@H:38]([C:40]1[CH:45]=[CH:44][CH:43]=[C:42]([Cl:46])[CH:41]=1)[OH:39]. (2) Given the product [C:1]([O:5][C:6]([N:8]1[CH2:13][CH2:12][CH:11]([O:14][CH3:17])[CH2:10][CH2:9]1)=[O:7])([CH3:4])([CH3:2])[CH3:3], predict the reactants needed to synthesize it. The reactants are: [C:1]([O:5][C:6]([N:8]1[CH2:13][CH2:12][CH:11]([OH:14])[CH2:10][CH2:9]1)=[O:7])([CH3:4])([CH3:3])[CH3:2].[H-].[Na+].[CH3:17]I.O. (3) Given the product [O:23]=[S:17]1(=[O:22])[CH2:18][CH2:19][CH2:20][CH2:21][N:16]1[C:8]1[N:9]([CH3:15])[C:10](=[O:14])[C:11]([O:12][CH3:13])=[C:6]([C:4]([OH:5])=[O:3])[N:7]=1, predict the reactants needed to synthesize it. The reactants are: C([O:3][C:4]([C:6]1[N:7]=[C:8]([N:16]2[CH2:21][CH2:20][CH2:19][CH2:18][S:17]2(=[O:23])=[O:22])[N:9]([CH3:15])[C:10](=[O:14])[C:11]=1[O:12][CH3:13])=[O:5])C.[OH-].[Na+].Cl. (4) Given the product [NH2:7][C:8]1[CH:13]=[CH:12][C:11]([S:14][C:15]2[CH:20]=[CH:19][C:18]([C:21]([NH:22][C:23]3[CH:28]=[CH:27][CH:26]=[C:25]([Br:29])[CH:24]=3)=[O:30])=[CH:17][C:16]=2[NH:31][C:32]2[C:33]3[CH:41]=[CH:40][C:39]([CH:42]([CH3:44])[CH3:43])=[N:38][C:34]=3[N:35]=[CH:36][N:37]=2)=[CH:10][CH:9]=1.[F:46][C:47]([F:52])([F:51])[C:48]([OH:50])=[O:49], predict the reactants needed to synthesize it. The reactants are: C(OC(=O)[NH:7][C:8]1[CH:13]=[CH:12][C:11]([S:14][C:15]2[CH:20]=[CH:19][C:18]([C:21](=[O:30])[NH:22][C:23]3[CH:28]=[CH:27][CH:26]=[C:25]([Br:29])[CH:24]=3)=[CH:17][C:16]=2[NH:31][C:32]2[C:33]3[CH:41]=[CH:40][C:39]([CH:42]([CH3:44])[CH3:43])=[N:38][C:34]=3[N:35]=[CH:36][N:37]=2)=[CH:10][CH:9]=1)(C)(C)C.[F:46][C:47]([F:52])([F:51])[C:48]([OH:50])=[O:49]. (5) The reactants are: Br[C:2]1[C:10]2[O:9][CH:8]([CH3:11])[CH2:7][C:6]=2[C:5]2[C:12]([C:22]([NH:24][CH3:25])=[O:23])=[C:13]([C:15]3[CH:20]=[CH:19][C:18]([F:21])=[CH:17][CH:16]=3)[O:14][C:4]=2[CH:3]=1.[C:26]([O:30][C:31]([N:33]1[CH:37]=[CH:36][CH:35]=[C:34]1B(O)O)=[O:32])([CH3:29])([CH3:28])[CH3:27].C([O-])([O-])=O.[Na+].[Na+]. Given the product [F:21][C:18]1[CH:19]=[CH:20][C:15]([C:13]2[O:14][C:4]3[CH:3]=[C:2]([C:34]4[N:33]([C:31]([O:30][C:26]([CH3:29])([CH3:28])[CH3:27])=[O:32])[CH:37]=[CH:36][CH:35]=4)[C:10]4[O:9][CH:8]([CH3:11])[CH2:7][C:6]=4[C:5]=3[C:12]=2[C:22]([NH:24][CH3:25])=[O:23])=[CH:16][CH:17]=1, predict the reactants needed to synthesize it. (6) Given the product [CH2:1]([O:19][C:20]1[CH:21]=[C:22]([CH2:23][N:49]([CH3:50])[CH3:48])[CH:25]=[C:26]([O:28][CH2:29][CH2:30][CH2:31][CH2:32][CH2:33][CH2:34][CH2:35][CH2:36]/[CH:37]=[CH:38]\[CH2:39][CH2:40][CH2:41][CH2:42][CH2:43][CH2:44][CH2:45][CH3:46])[CH:27]=1)[CH2:2][CH2:3][CH2:4][CH2:5][CH2:6][CH2:7][CH2:8]/[CH:9]=[CH:10]\[CH2:11][CH2:12][CH2:13][CH2:14][CH2:15][CH2:16][CH2:17][CH3:18], predict the reactants needed to synthesize it. The reactants are: [CH2:1]([O:19][C:20]1[CH:21]=[C:22]([CH:25]=[C:26]([O:28][CH2:29][CH2:30][CH2:31][CH2:32][CH2:33][CH2:34][CH2:35][CH2:36]/[CH:37]=[CH:38]\[CH2:39][CH2:40][CH2:41][CH2:42][CH2:43][CH2:44][CH2:45][CH3:46])[CH:27]=1)[CH:23]=O)[CH2:2][CH2:3][CH2:4][CH2:5][CH2:6][CH2:7][CH2:8]/[CH:9]=[CH:10]\[CH2:11][CH2:12][CH2:13][CH2:14][CH2:15][CH2:16][CH2:17][CH3:18].Cl.[CH3:48][NH:49][CH3:50].[BH4-].[Na+].N.CO. (7) Given the product [CH2:17]([O:16][C:14]([N:11]1[CH2:12][CH2:13][NH:8][CH2:9][C@H:10]1[CH3:24])=[O:15])[C:18]1[CH:19]=[CH:20][CH:21]=[CH:22][CH:23]=1, predict the reactants needed to synthesize it. The reactants are: C(OC([N:8]1[CH2:13][CH2:12][N:11]([C:14]([O:16][CH2:17][C:18]2[CH:23]=[CH:22][CH:21]=[CH:20][CH:19]=2)=[O:15])[C@H:10]([CH3:24])[CH2:9]1)=O)(C)(C)C.C(O)(C(F)(F)F)=O. (8) Given the product [C:15]1([CH:14]([C:21]2[CH:26]=[CH:25][CH:24]=[CH:23][CH:22]=2)[CH2:13][NH:12][C:10]2[C:9]3[C:4](=[CH:5][CH:6]=[CH:7][CH:8]=3)[N:3]=[C:2]([C:35]3[CH:36]=[C:37]4[CH:43]=[CH:42][NH:41][C:38]4=[N:39][CH:40]=3)[N:11]=2)[CH:20]=[CH:19][CH:18]=[CH:17][CH:16]=1, predict the reactants needed to synthesize it. The reactants are: Cl[C:2]1[N:11]=[C:10]([NH:12][CH2:13][CH:14]([C:21]2[CH:26]=[CH:25][CH:24]=[CH:23][CH:22]=2)[C:15]2[CH:20]=[CH:19][CH:18]=[CH:17][CH:16]=2)[C:9]2[C:4](=[CH:5][CH:6]=[CH:7][CH:8]=2)[N:3]=1.CC1(C)C(C)(C)OB([C:35]2[CH:36]=[C:37]3[CH:43]=[CH:42][NH:41][C:38]3=[N:39][CH:40]=2)O1.C(NC1C2C(=CC=CC=2)N=C(C2SC3C=CC=CC=3C=2)N=1)(C1C=CC=CC=1)C1C=CC=CC=1. (9) Given the product [F:32][C:27]1[C:26]([C:12]2[CH:13]=[C:14]([CH2:16][N:17]([CH3:25])[C:18](=[O:24])[O:19][C:20]([CH3:21])([CH3:22])[CH3:23])[S:15][C:11]=2[S:8]([C:6]2[CH:5]=[CH:4][N:3]=[CH:2][CH:7]=2)(=[O:9])=[O:10])=[CH:31][CH:30]=[CH:29][N:28]=1, predict the reactants needed to synthesize it. The reactants are: Cl[C:2]1[CH:7]=[C:6]([S:8]([C:11]2[S:15][C:14]([CH2:16][N:17]([CH3:25])[C:18](=[O:24])[O:19][C:20]([CH3:23])([CH3:22])[CH3:21])=[CH:13][C:12]=2[C:26]2[C:27]([F:32])=[N:28][CH:29]=[CH:30][CH:31]=2)(=[O:10])=[O:9])[CH:5]=[CH:4][N:3]=1.C(N(CC)CC)C.